Dataset: Reaction yield outcomes from USPTO patents with 853,638 reactions. Task: Predict the reaction yield, written as a fraction of the theoretical maximum amount of product (1.0 means a 100% yield; for example, 0.34 means a 34% yield). (1) The reactants are [CH2:1]([O:8][C:9]1[CH:14]=[CH:13][C:12](Cl)=[CH:11][C:10]=1[C:16]1[CH:21]=[CH:20][N:19]=[C:18]([N:22]2[CH2:27][CH2:26][N:25]([C:28]([O:30][C:31]([CH3:34])([CH3:33])[CH3:32])=[O:29])[CH2:24][CH2:23]2)[CH:17]=1)[C:2]1[CH:7]=[CH:6][CH:5]=[CH:4][CH:3]=1.[F:35][C:36]([F:47])([F:46])[C:37]1[CH:42]=[CH:41][C:40](B(O)O)=[CH:39][CH:38]=1.F[B-](F)(F)F.C([PH+](C(C)(C)C)C(C)(C)C)(C)(C)C.C(=O)([O-])[O-].[K+].[K+].[OH-].C([N+](CCCC)(CCCC)CCCC)CCC.C([N+](CCCC)(CCCC)CCCC)CCC. The catalyst is CO.C1C(/C(/C2[C-]=CC(Cl)=CC=2)=N\O)=CC=C(Cl)C=1.C1C(/C(/C2[C-]=CC(Cl)=CC=2)=N\O)=CC=C(Cl)C=1.[Cl-].[Cl-].[Pd+2].[Pd+2].CN(C)C=O. The product is [CH2:1]([O:8][C:9]1[CH:14]=[CH:13][C:12]([C:40]2[CH:41]=[CH:42][C:37]([C:36]([F:47])([F:46])[F:35])=[CH:38][CH:39]=2)=[CH:11][C:10]=1[C:16]1[CH:21]=[CH:20][N:19]=[C:18]([N:22]2[CH2:27][CH2:26][N:25]([C:28]([O:30][C:31]([CH3:34])([CH3:33])[CH3:32])=[O:29])[CH2:24][CH2:23]2)[CH:17]=1)[C:2]1[CH:7]=[CH:6][CH:5]=[CH:4][CH:3]=1. The yield is 0.480. (2) The reactants are Br[C:2]1[CH:7]=[C:6]([C:8]([CH3:11])([CH3:10])[CH3:9])[C:5]([N+:12]([O-:14])=[O:13])=[CH:4][C:3]=1[NH2:15].CCN(CC)CC.[CH3:23][Si:24]([C:27]#[CH:28])([CH3:26])[CH3:25]. The catalyst is C1(C)C=CC=CC=1.O.Cl[Pd](Cl)([P](C1C=CC=CC=1)(C1C=CC=CC=1)C1C=CC=CC=1)[P](C1C=CC=CC=1)(C1C=CC=CC=1)C1C=CC=CC=1. The product is [C:8]([C:6]1[C:5]([N+:12]([O-:14])=[O:13])=[CH:4][C:3]([NH:15][C:28]#[C:27][Si:24]([CH3:26])([CH3:25])[CH3:23])=[CH:2][CH:7]=1)([CH3:11])([CH3:10])[CH3:9]. The yield is 0.810. (3) The reactants are [O:1]1[CH2:6][CH2:5][CH:4]([C:7]([C:9]2[S:13][C:12]([NH2:14])=[N:11][C:10]=2[C:15]2[O:16][CH:17]=[CH:18][CH:19]=2)=[O:8])[CH2:3][CH2:2]1.C(N(CC)CC)C.Br[CH2:28][C:29](Br)=[O:30].[NH:32]1[CH2:37][CH2:36][O:35][CH2:34][CH2:33]1. The catalyst is C1COCC1.C(OCC)(=O)C.O. The product is [O:16]1[CH:17]=[CH:18][CH:19]=[C:15]1[C:10]1[N:11]=[C:12]([NH:14][C:29](=[O:30])[CH2:28][N:32]2[CH2:37][CH2:36][O:35][CH2:34][CH2:33]2)[S:13][C:9]=1[C:7]([CH:4]1[CH2:5][CH2:6][O:1][CH2:2][CH2:3]1)=[O:8]. The yield is 0.400. (4) The catalyst is C1COCC1. The yield is 0.280. The reactants are [OH:1][N:2]1[C:6](=[O:7])[C:5]2=[CH:8][CH:9]=[CH:10][CH:11]=[C:4]2[C:3]1=[O:12].[C:13]1(P([C:14]2[CH:13]=CC=[CH:16][CH:15]=2)[C:14]2[CH:13]=CC=[CH:16][CH:15]=2)C=C[CH:16]=[CH:15][CH:14]=1.CC([O:35]C(/N=N/C(OC(C)C)=O)=O)C. The product is [O:35]1[CH2:16][CH2:15][CH:14]([O:1][N:2]2[C:3](=[O:12])[C:4]3[C:5](=[CH:8][CH:9]=[CH:10][CH:11]=3)[C:6]2=[O:7])[CH2:13]1. (5) The reactants are [CH:1]([C:3]1[N:8]=[C:7]([C:9]([O:11][CH3:12])=[O:10])[C:6]([O:13][CH2:14][CH3:15])=[CH:5][CH:4]=1)=[CH2:2]. The catalyst is CCO.O=[Pt]=O. The product is [CH2:1]([C:3]1[N:8]=[C:7]([C:9]([O:11][CH3:12])=[O:10])[C:6]([O:13][CH2:14][CH3:15])=[CH:5][CH:4]=1)[CH3:2]. The yield is 0.900. (6) The yield is 0.770. The reactants are [F:1][C:2]([F:21])([C:17]([F:20])([F:19])[F:18])[CH2:3][CH2:4][CH2:5][CH:6]([C:12]([O:14][CH2:15][CH3:16])=[O:13])[C:7]([O:9][CH2:10][CH3:11])=[O:8].[H-].[Na+].Br[CH2:25][CH2:26][CH2:27][CH2:28][CH:29]=[CH2:30].O. The product is [CH2:30]([C:6]([CH2:5][CH2:4][CH2:3][C:2]([F:21])([F:1])[C:17]([F:18])([F:19])[F:20])([C:7]([O:9][CH2:10][CH3:11])=[O:8])[C:12]([O:14][CH2:15][CH3:16])=[O:13])[CH2:29][CH2:28][CH2:27][CH:26]=[CH2:25]. The catalyst is CS(C)=O.